From a dataset of Reaction yield outcomes from USPTO patents with 853,638 reactions. Predict the reaction yield, written as a fraction of the theoretical maximum amount of product (1.0 means a 100% yield; for example, 0.34 means a 34% yield). The reactants are [CH3:1][C:2]1([C:5]2[NH:6][C:7]3[C:12]([CH:13]=2)=[CH:11][C:10]([N+:14]([O-])=O)=[CH:9][CH:8]=3)[CH2:4][CH2:3]1. The catalyst is CCO.[Ni]. The product is [CH3:1][C:2]1([C:5]2[NH:6][C:7]3[C:12]([CH:13]=2)=[CH:11][C:10]([NH2:14])=[CH:9][CH:8]=3)[CH2:4][CH2:3]1. The yield is 0.280.